From a dataset of Reaction yield outcomes from USPTO patents with 853,638 reactions. Predict the reaction yield, written as a fraction of the theoretical maximum amount of product (1.0 means a 100% yield; for example, 0.34 means a 34% yield). (1) The reactants are [NH2:1][C:2]1[C:3]([C:14]([OH:16])=[O:15])=[N:4][C:5]([C:8]2[CH:9]=[N:10][CH:11]=[CH:12][CH:13]=2)=[CH:6][N:7]=1.OS(O)(=O)=O.[CH3:22]O. No catalyst specified. The product is [NH2:1][C:2]1[C:3]([C:14]([O:16][CH3:22])=[O:15])=[N:4][C:5]([C:8]2[CH:9]=[N:10][CH:11]=[CH:12][CH:13]=2)=[CH:6][N:7]=1. The yield is 0.970. (2) The reactants are [CH2:1]([NH:4][C:5](=[O:11])[O:6][C:7]([CH3:10])([CH3:9])[CH3:8])[CH:2]=[CH2:3].B1C2CCCC1CCC2.C([O-])([O-])=O.[Cs+].[Cs+].I[C:28]1[CH:37]=[CH:36][CH:35]=[CH:34][C:29]=1[C:30]([O:32][CH3:33])=[O:31]. The catalyst is C1COCC1.CCOC(C)=O.C1C=CC(P(C2C=CC=CC=2)[C-]2C=CC=C2)=CC=1.C1C=CC(P(C2C=CC=CC=2)[C-]2C=CC=C2)=CC=1.Cl[Pd]Cl.[Fe+2]. The product is [C:7]([O:6][C:5]([NH:4][CH2:1][CH2:2][CH2:3][C:28]1[CH:37]=[CH:36][CH:35]=[CH:34][C:29]=1[C:30]([O:32][CH3:33])=[O:31])=[O:11])([CH3:10])([CH3:9])[CH3:8]. The yield is 0.930. (3) The reactants are [F:1][C:2]1[CH:7]=[C:6]([F:8])[CH:5]=[C:4]([F:9])[C:3]=1/[CH:10]=[CH:11]/[C:12]([O:14][CH2:15][CH3:16])=[O:13].C(O)=O. The catalyst is C(OCC)(=O)C.[Pd]. The product is [F:1][C:2]1[CH:7]=[C:6]([F:8])[CH:5]=[C:4]([F:9])[C:3]=1[CH2:10][CH2:11][C:12]([O:14][CH2:15][CH3:16])=[O:13]. The yield is 0.890. (4) The yield is 0.960. The product is [NH2:1][C:2]1[C:10]([Cl:11])=[CH:9][C:5]([C:6]([NH:14][CH2:15][CH:16]2[CH2:21][CH2:20][N:19]([C:22]([O:24][C:25]([CH3:28])([CH3:27])[CH3:26])=[O:23])[CH2:18][CH2:17]2)=[O:8])=[C:4]([O:12][CH3:13])[CH:3]=1. The reactants are [NH2:1][C:2]1[C:10]([Cl:11])=[CH:9][C:5]([C:6]([OH:8])=O)=[C:4]([O:12][CH3:13])[CH:3]=1.[NH2:14][CH2:15][CH:16]1[CH2:21][CH2:20][N:19]([C:22]([O:24][C:25]([CH3:28])([CH3:27])[CH3:26])=[O:23])[CH2:18][CH2:17]1.C(N(CC)CC)C.Cl.CN(C)CCCN=C=NCC.ON1C2C=CC=CC=2N=N1. The catalyst is CN(C)C=O.